From a dataset of Full USPTO retrosynthesis dataset with 1.9M reactions from patents (1976-2016). Predict the reactants needed to synthesize the given product. (1) Given the product [Br:14][CH2:2][C:1]([C:4]1[CH:9]=[CH:8][CH:7]=[CH:6][CH:5]=1)=[O:3], predict the reactants needed to synthesize it. The reactants are: [C:1]([C:4]1[CH:9]=[CH:8][CH:7]=[CH:6][CH:5]=1)(=[O:3])[CH3:2].C(Cl)(Cl)Cl.[Br:14]Br. (2) Given the product [C:54]([OH:61])(=[O:60])[CH2:55][CH2:56][C:57]([OH:59])=[O:58].[Cl:1][C:2]1[CH:7]=[C:6]([CH2:8][NH:9][CH2:10][C@H:11]([OH:24])[C:12]2[CH:21]=[CH:20][C:19]([OH:22])=[C:18]3[C:13]=2[CH:14]=[CH:15][C:16](=[O:23])[NH:17]3)[C:5]([O:25][CH3:26])=[CH:4][C:3]=1[NH:27][C:28]([CH2:30][CH2:31][N:32]1[CH2:37][CH2:36][CH:35]([O:38][C:39](=[O:53])[NH:40][C:41]2[CH:46]=[CH:45][CH:44]=[CH:43][C:42]=2[C:47]2[CH:48]=[CH:49][CH:50]=[CH:51][CH:52]=2)[CH2:34][CH2:33]1)=[O:29], predict the reactants needed to synthesize it. The reactants are: [Cl:1][C:2]1[CH:7]=[C:6]([CH2:8][NH:9][CH2:10][C@H:11]([OH:24])[C:12]2[CH:21]=[CH:20][C:19]([OH:22])=[C:18]3[C:13]=2[CH:14]=[CH:15][C:16](=[O:23])[NH:17]3)[C:5]([O:25][CH3:26])=[CH:4][C:3]=1[NH:27][C:28]([CH2:30][CH2:31][N:32]1[CH2:37][CH2:36][CH:35]([O:38][C:39](=[O:53])[NH:40][C:41]2[CH:46]=[CH:45][CH:44]=[CH:43][C:42]=2[C:47]2[CH:52]=[CH:51][CH:50]=[CH:49][CH:48]=2)[CH2:34][CH2:33]1)=[O:29].[C:54]([OH:61])(=[O:60])[CH2:55][CH2:56][C:57]([OH:59])=[O:58].O. (3) Given the product [Cl:1][C:2]1[C:3]([N+:12]([O-:14])=[O:13])=[CH:4][C:5]2[CH2:11][C:23]([C:18]3[CH:19]=[C:20]([Cl:22])[CH:21]=[C:16]([Cl:15])[CH:17]=3)([C:24]([F:25])([F:27])[F:26])[O:28][C:6]=2[CH:7]=1, predict the reactants needed to synthesize it. The reactants are: [Cl:1][C:2]1[CH:7]=[C:6]([N+]([O-])=O)[C:5]([CH3:11])=[CH:4][C:3]=1[N+:12]([O-:14])=[O:13].[Cl:15][C:16]1[CH:17]=[C:18]([C:23](=[O:28])[C:24]([F:27])([F:26])[F:25])[CH:19]=[C:20]([Cl:22])[CH:21]=1.CCN(C(C)C)C(C)C.CCCC[N+](CCCC)(CCCC)CCCC.[F-]. (4) Given the product [C:1]([C:3]([C:6]1[CH:7]=[C:8]([NH:35][C:38](=[O:22])[O:45][C:41]([CH3:44])([CH3:43])[CH3:42])[CH:12]=[CH:13][CH:14]=1)([CH3:4])[CH3:5])#[N:2], predict the reactants needed to synthesize it. The reactants are: [C:1]([C:3]([C:6]1[CH:7]=[C:8]([CH:12]=[CH:13][CH:14]=1)C(O)=O)([CH3:5])[CH3:4])#[N:2].C1(P(N=[N+]=[N-])(C2C=CC=CC=2)=[O:22])C=CC=CC=1.C([N:35]([CH:38](C)C)CC)(C)C.[C:41]([OH:45])([CH3:44])([CH3:43])[CH3:42]. (5) Given the product [CH3:32][C:14]1([CH3:31])[CH2:15][C:16]2[C:21](=[C:20]3[CH2:22][C:23]([CH3:25])([CH3:26])[O:24][C:19]3=[C:18]([S:27][CH2:28][CH2:29][CH3:30])[CH:17]=2)[C:12]([C:8]2[CH:7]=[C:6]([CH:11]=[CH:10][CH:9]=2)[C:5]([OH:33])=[O:4])=[N:13]1, predict the reactants needed to synthesize it. The reactants are: CC([O:4][C:5](=[O:33])[C:6]1[CH:11]=[CH:10][CH:9]=[C:8]([C:12]2[C:21]3[C:16](=[CH:17][C:18]([S:27][CH2:28][CH2:29][CH3:30])=[C:19]4[O:24][C:23]([CH3:26])([CH3:25])[CH2:22][C:20]4=3)[CH2:15][C:14]([CH3:32])([CH3:31])[N:13]=2)[CH:7]=1)C.Cl.[Cl-].[Na+]. (6) Given the product [Cl:1][C:2]1[CH:3]=[C:4]2[C:9](=[CH:10][CH:11]=1)[N:8]=[CH:7][C:6]([CH2:12][NH:53][CH3:52])=[C:5]2[NH:14][C:15]1[CH:20]=[CH:19][C:18]([N:21]2[CH2:26][CH2:25][N:24]([C:27]([O:29][C:30]([CH3:31])([CH3:32])[CH3:33])=[O:28])[CH2:23][CH2:22]2)=[C:17]([C:34]([F:37])([F:35])[F:36])[CH:16]=1, predict the reactants needed to synthesize it. The reactants are: [Cl:1][C:2]1[CH:3]=[C:4]2[C:9](=[CH:10][CH:11]=1)[N:8]=[CH:7][C:6]([CH2:12]O)=[C:5]2[NH:14][C:15]1[CH:20]=[CH:19][C:18]([N:21]2[CH2:26][CH2:25][N:24]([C:27]([O:29][C:30]([CH3:33])([CH3:32])[CH3:31])=[O:28])[CH2:23][CH2:22]2)=[C:17]([C:34]([F:37])([F:36])[F:35])[CH:16]=1.[BH-](OC(C)=O)(OC(C)=O)OC(C)=O.[Na+].[CH3:52][NH2:53].Cl.